Dataset: Full USPTO retrosynthesis dataset with 1.9M reactions from patents (1976-2016). Task: Predict the reactants needed to synthesize the given product. (1) Given the product [OH:26][C:25]1[CH:27]=[C:19]([CH:20]=[C:21]([O:22][CH3:35])[C:23]=1[OH:24])[C:18]([O:29][CH3:30])=[O:28], predict the reactants needed to synthesize it. The reactants are: O.O.O.O.O.O.O.O.O.O.B([O-])([O-])[O-].[Na+].[Na+].[Na+].[C:18]([O:29][CH3:30])(=[O:28])[C:19]1[CH:27]=[C:25]([OH:26])[C:23]([OH:24])=[C:21]([OH:22])[CH:20]=1.S(OC)(O[CH3:35])(=O)=O.[OH-].[Na+]. (2) Given the product [CH3:1][NH:2][CH2:5][C:6]1[CH:15]=[CH:14][C:13]2[C:8](=[CH:9][CH:10]=[CH:11][CH:12]=2)[CH:7]=1, predict the reactants needed to synthesize it. The reactants are: [CH3:1][NH2:2].O.Br[CH2:5][C:6]1[CH:15]=[CH:14][C:13]2[C:8](=[CH:9][CH:10]=[CH:11][CH:12]=2)[CH:7]=1. (3) The reactants are: [NH2:1][C:2]1[CH:7]=[CH:6][C:5]([Br:8])=[CH:4][C:3]=1[SH:9].[CH:10](=O)[C:11]1[C:12](=[CH:14][CH:15]=[CH:16][CH:17]=1)[OH:13]. Given the product [Br:8][C:5]1[CH:6]=[CH:7][C:2]2[N:1]=[C:10]([C:11]3[CH:17]=[CH:16][CH:15]=[CH:14][C:12]=3[OH:13])[S:9][C:3]=2[CH:4]=1, predict the reactants needed to synthesize it. (4) The reactants are: [Cl:1][C:2]1[C:7]([C:8]([NH2:10])=[O:9])=[CH:6][N:5]=[C:4]([Cl:11])[C:3]=1[CH3:12].[C:13](Cl)(=[O:17])C(Cl)=O.[CH:19]1([NH2:22])[CH2:21][CH2:20]1. Given the product [CH:19]1([NH:22][C:13]([NH:10][C:8]([C:7]2[CH:6]=[N:5][C:4]([Cl:11])=[C:3]([CH3:12])[C:2]=2[Cl:1])=[O:9])=[O:17])[CH2:21][CH2:20]1, predict the reactants needed to synthesize it. (5) Given the product [NH2:1][CH2:4][C:5]1[CH:14]=[C:13]2[C:8]([CH:9]=[C:10]([C:19]([O:21][CH2:22][CH3:23])=[O:20])[CH:11]([C:15]([F:17])([F:18])[F:16])[O:12]2)=[CH:7][C:6]=1[Cl:24], predict the reactants needed to synthesize it. The reactants are: [N:1]([CH2:4][C:5]1[CH:14]=[C:13]2[C:8]([CH:9]=[C:10]([C:19]([O:21][CH2:22][CH3:23])=[O:20])[CH:11]([C:15]([F:18])([F:17])[F:16])[O:12]2)=[CH:7][C:6]=1[Cl:24])=[N+]=[N-].